This data is from Catalyst prediction with 721,799 reactions and 888 catalyst types from USPTO. The task is: Predict which catalyst facilitates the given reaction. Reactant: [CH3:1][O:2][C:3]1[CH:4]=[CH:5][C:6]([N+:14]([O-])=O)=[C:7]([CH:13]=1)[O:8][CH2:9][C@H:10]1[CH2:12][O:11]1.C(N(C(C)C)C(C)C)C.[C:26](OC(=O)C)(=[O:28])[CH3:27]. Product: [CH3:1][O:2][C:3]1[CH:4]=[CH:5][C:6]([NH:14][C:26](=[O:28])[CH3:27])=[C:7]([O:8][CH2:9][C@H:10]2[CH2:12][O:11]2)[CH:13]=1. The catalyst class is: 78.